Dataset: Full USPTO retrosynthesis dataset with 1.9M reactions from patents (1976-2016). Task: Predict the reactants needed to synthesize the given product. (1) Given the product [NH2:11][C@:12]1([C:19]([O:21][CH2:22][CH3:23])=[O:20])[CH2:17][C:16](=[O:18])[NH:15][C:13]1=[O:14], predict the reactants needed to synthesize it. The reactants are: C(OC([NH:11][C@:12]1([C:19]([O:21][CH2:22][CH3:23])=[O:20])[CH2:17][C:16](=[O:18])[NH:15][C:13]1=[O:14])=O)C1C=CC=CC=1. (2) Given the product [F:1][C:2]([F:13])([F:12])[C:3]1[CH:8]=[CH:7][C:6]([C:15]2[CH:16]=[C:17]([CH:21]=[CH:22][CH:23]=2)[C:18]([OH:20])=[O:19])=[CH:5][CH:4]=1, predict the reactants needed to synthesize it. The reactants are: [F:1][C:2]([F:13])([F:12])[C:3]1[CH:8]=[CH:7][C:6](B(O)O)=[CH:5][CH:4]=1.Br[C:15]1[CH:16]=[C:17]([CH:21]=[CH:22][CH:23]=1)[C:18]([OH:20])=[O:19].C([O-])([O-])=O.[Na+].[Na+].